From a dataset of Catalyst prediction with 721,799 reactions and 888 catalyst types from USPTO. Predict which catalyst facilitates the given reaction. Reactant: [Cl:1][C:2]1[CH:9]=[C:8]([OH:10])[C:7](O)=[CH:6][C:3]=1[CH:4]=[O:5].[CH3:12]I.[C:14]([O-:17])([O-])=O.[K+].[K+]. Product: [Cl:1][C:2]1[CH:9]=[C:8]([O:10][CH3:12])[C:7]([O:17][CH3:14])=[CH:6][C:3]=1[CH:4]=[O:5]. The catalyst class is: 21.